Predict the reactants needed to synthesize the given product. From a dataset of Full USPTO retrosynthesis dataset with 1.9M reactions from patents (1976-2016). (1) Given the product [CH:36]1([N:28]2[C:17]3[C:16](=[CH:15][C:20]([F:21])=[C:19]([N:22]4[CH2:23][CH2:24][N:25]([CH2:39][CH:13]([OH:14])[C:10]5[CH:9]=[CH:8][CH:7]=[C:6]6[C:11]=5[CH:12]=[C:3]([O:2][CH3:1])[CH:4]=[N:5]6)[CH2:26][CH2:27]4)[CH:18]=3)[C:31](=[O:32])[C:30]([C:33]([OH:35])=[O:34])=[CH:29]2)[CH2:37][CH2:38]1, predict the reactants needed to synthesize it. The reactants are: [CH3:1][O:2][C:3]1[CH:4]=[N:5][C:6]2[CH:7]=[CH:8][CH:9]=[C:10]([CH:13]=[O:14])[C:11]=2[CH:12]=1.[CH:15]1[C:16]2[C:31](=[O:32])[C:30]([C:33]([OH:35])=[O:34])=[CH:29][N:28]([CH:36]3[CH2:38][CH2:37]3)[C:17]=2[CH:18]=[C:19]([N:22]2[CH2:27][CH2:26][NH:25][CH2:24][CH2:23]2)[C:20]=1[F:21].[C:39](=O)([O-])[O-].[K+].[K+]. (2) Given the product [F:20][C:21]1[CH:22]=[C:23]2[C:27](=[CH:28][CH:29]=1)[NH:26][C:25]([CH:12]([C:13]1[CH:18]=[CH:17][CH:16]=[CH:15][CH:14]=1)[C:3]1[C:4](=[O:11])[NH:5][C@@:6]([CH:8]([CH3:9])[CH3:10])([CH3:7])[C:2]=1[OH:1])=[C:24]2[CH3:30], predict the reactants needed to synthesize it. The reactants are: [OH:1][C:2]1[C@:6]([CH:8]([CH3:10])[CH3:9])([CH3:7])[NH:5][C:4](=[O:11])[CH:3]=1.[CH:12](=O)[C:13]1[CH:18]=[CH:17][CH:16]=[CH:15][CH:14]=1.[F:20][C:21]1[CH:22]=[C:23]2[C:27](=[CH:28][CH:29]=1)[NH:26][CH:25]=[C:24]2[CH3:30]. (3) Given the product [F:33][C:29]1[CH:28]=[C:27]2[C:32]([C:23]([NH:1][C:2]3[CH:7]=[C:6]([N:8]4[CH2:13][CH2:12][O:11][CH2:10][CH2:9]4)[N:5]=[CH:4][C:3]=3[C:14]3[CH:15]=[C:16]([CH:19]=[CH:20][CH:21]=3)[C:17]#[N:18])=[C:24]([CH3:40])[C:25]([C:34]3[CH:39]=[CH:38][CH:37]=[CH:36][N:35]=3)=[N:26]2)=[CH:31][CH:30]=1, predict the reactants needed to synthesize it. The reactants are: [NH2:1][C:2]1[CH:7]=[C:6]([N:8]2[CH2:13][CH2:12][O:11][CH2:10][CH2:9]2)[N:5]=[CH:4][C:3]=1[C:14]1[CH:15]=[C:16]([CH:19]=[CH:20][CH:21]=1)[C:17]#[N:18].Cl[C:23]1[C:32]2[C:27](=[CH:28][C:29]([F:33])=[CH:30][CH:31]=2)[N:26]=[C:25]([C:34]2[CH:39]=[CH:38][CH:37]=[CH:36][N:35]=2)[C:24]=1[CH3:40].C1(P(C2CCCCC2)C2C=CC=CC=2C2C(C(C)C)=CC(C(C)C)=CC=2C(C)C)CCCCC1.CC(C)([O-])C.[Na+]. (4) Given the product [F:1][C:2]1[C:3]([CH3:39])=[C:4]([CH:36]=[CH:37][CH:38]=1)[O:5][C:6]1[C:15]([C:14]([NH:13][CH2:17][C@@H:18]2[CH2:22][O:21][C:20]([CH3:23])([CH3:24])[O:19]2)=[O:16])=[C:10]([NH:11][C:26]2[CH:31]=[CH:30][C:29]([I:32])=[CH:28][C:27]=2[F:33])[N:9]([CH3:34])[C:8](=[O:35])[CH:7]=1, predict the reactants needed to synthesize it. The reactants are: [F:1][C:2]1[C:3]([CH3:39])=[C:4]([CH:36]=[CH:37][CH:38]=1)[O:5][C:6]1[C:15]2[C:14](=[O:16])[N:13]([CH2:17][C@@H:18]3[CH2:22][O:21][C:20]([CH3:24])([CH3:23])[O:19]3)C(=O)[N:11]([C:26]3[CH:31]=[CH:30][C:29]([I:32])=[CH:28][C:27]=3[F:33])[C:10]=2[N:9]([CH3:34])[C:8](=[O:35])[CH:7]=1.[OH-].[Li+].C(OCC)(=O)C.